Dataset: Full USPTO retrosynthesis dataset with 1.9M reactions from patents (1976-2016). Task: Predict the reactants needed to synthesize the given product. (1) Given the product [C:30]([O:29][C:27]([N:24]1[CH2:23][CH:22]=[C:21]([C:2]2[C:3]3[N:4]([N:9]=[C:10]([NH2:12])[N:11]=3)[CH:5]=[C:6]([CH3:8])[CH:7]=2)[CH2:26][CH2:25]1)=[O:28])([CH3:33])([CH3:31])[CH3:32], predict the reactants needed to synthesize it. The reactants are: Br[C:2]1[C:3]2[N:4]([N:9]=[C:10]([NH2:12])[N:11]=2)[CH:5]=[C:6]([CH3:8])[CH:7]=1.CC1(C)C(C)(C)OB([C:21]2[CH2:26][CH2:25][N:24]([C:27]([O:29][C:30]([CH3:33])([CH3:32])[CH3:31])=[O:28])[CH2:23][CH:22]=2)O1. (2) Given the product [CH2:20]([O:22][C:23]([C:25]1[CH:26]=[C:27]([C:31]2[CH:36]=[CH:35][CH:34]=[C:33]([CH2:37][Br:19])[CH:32]=2)[CH:28]=[CH:29][CH:30]=1)=[O:24])[CH3:21], predict the reactants needed to synthesize it. The reactants are: C(OC(C1C=C(C2C=CC(C[Br:19])=CC=2)C=CC=1)=O)C.[CH2:20]([O:22][C:23]([C:25]1[CH:26]=[C:27]([C:31]2[CH:36]=[CH:35][CH:34]=[C:33]([CH3:37])[CH:32]=2)[CH:28]=[CH:29][CH:30]=1)=[O:24])[CH3:21].BrN1C(=O)CCC1=O.N(C(C)(C)C#N)=NC(C)(C)C#N. (3) Given the product [C:1]12([C:11](=[O:23])[CH2:12][S:13][C:14]3[CH:15]=[CH:16][C:17]([C:20]([NH:25][CH3:24])=[O:22])=[CH:18][N:19]=3)[CH2:8][CH:7]3[CH2:6][CH:5]([CH2:4][CH:3]([CH2:9]3)[CH2:2]1)[CH2:10]2, predict the reactants needed to synthesize it. The reactants are: [C:1]12([C:11](=[O:23])[CH2:12][S:13][C:14]3[N:19]=[CH:18][C:17]([C:20]([OH:22])=O)=[CH:16][CH:15]=3)[CH2:10][CH:5]3[CH2:6][CH:7]([CH2:9][CH:3]([CH2:4]3)[CH2:2]1)[CH2:8]2.[CH3:24][NH2:25]. (4) The reactants are: [F:1][C:2]1[CH:7]=[CH:6][C:5]([CH:8]([C:13]2[CH:18]=[CH:17][C:16]([F:19])=[CH:15][CH:14]=2)[O:9][CH2:10][CH2:11]Cl)=[CH:4][CH:3]=1.[I-].[Na+].C(=O)([O-])[O-].[K+].[K+].[CH:28]1([N:31]([CH:45]2[CH2:50][CH2:49][NH:48][CH2:47][CH2:46]2)[S:32]([C:35]2[CH:40]=[CH:39][CH:38]=[C:37]([C:41]([F:44])([F:43])[F:42])[CH:36]=2)(=[O:34])=[O:33])[CH2:30][CH2:29]1. Given the product [CH:28]1([N:31]([CH:45]2[CH2:50][CH2:49][N:48]([CH2:11][CH2:10][O:9][CH:8]([C:13]3[CH:18]=[CH:17][C:16]([F:19])=[CH:15][CH:14]=3)[C:5]3[CH:6]=[CH:7][C:2]([F:1])=[CH:3][CH:4]=3)[CH2:47][CH2:46]2)[S:32]([C:35]2[CH:40]=[CH:39][CH:38]=[C:37]([C:41]([F:44])([F:42])[F:43])[CH:36]=2)(=[O:33])=[O:34])[CH2:30][CH2:29]1, predict the reactants needed to synthesize it.